Dataset: Peptide-MHC class I binding affinity with 185,985 pairs from IEDB/IMGT. Task: Regression. Given a peptide amino acid sequence and an MHC pseudo amino acid sequence, predict their binding affinity value. This is MHC class I binding data. (1) The peptide sequence is KLFMALVAFL. The MHC is HLA-A02:01 with pseudo-sequence HLA-A02:01. The binding affinity (normalized) is 0.535. (2) The peptide sequence is SSFDYCSTNH. The MHC is HLA-A03:01 with pseudo-sequence HLA-A03:01. The binding affinity (normalized) is 0.0987.